Dataset: Forward reaction prediction with 1.9M reactions from USPTO patents (1976-2016). Task: Predict the product of the given reaction. (1) Given the reactants [CH3:1][O:2][C:3](=[O:13])[CH:4]=[CH:5][C:6]1[CH:11]=[CH:10][C:9]([CH3:12])=[CH:8][CH:7]=1.CO.[H][H], predict the reaction product. The product is: [CH3:1][O:2][C:3](=[O:13])[CH2:4][CH2:5][C:6]1[CH:7]=[CH:8][C:9]([CH3:12])=[CH:10][CH:11]=1. (2) Given the reactants Cl.Cl.[N:3]1[CH:8]=[CH:7][CH:6]=[C:5]([C:9]2[N:13]=[C:12]([CH2:14][CH2:15][NH2:16])[NH:11][N:10]=2)[CH:4]=1.C(N(CC)[CH:21]([CH3:23])[CH3:22])(C)C.[C:26](O[C:26]([O:28][C:29]([CH3:32])([CH3:31])[CH3:30])=[O:27])([O:28][C:29]([CH3:32])([CH3:31])[CH3:30])=[O:27].S([O-])(O)(=O)=O.[K+].[C:47]([O:50]CC)(=[O:49])C.[CH3:53]CCCCCC, predict the reaction product. The product is: [C:29]([O:28][C:26]([N:16]([C:47]([O:50][C:21]([CH3:22])([CH3:23])[CH3:53])=[O:49])[CH2:15][CH2:14][C:12]1[NH:11][N:10]=[C:9]([C:5]2[CH:4]=[N:3][CH:8]=[CH:7][CH:6]=2)[N:13]=1)=[O:27])([CH3:32])([CH3:30])[CH3:31].